From a dataset of Peptide-MHC class II binding affinity with 134,281 pairs from IEDB. Regression. Given a peptide amino acid sequence and an MHC pseudo amino acid sequence, predict their binding affinity value. This is MHC class II binding data. (1) The peptide sequence is RWQVVAPQLPDDLMI. The MHC is HLA-DPA10103-DPB10401 with pseudo-sequence HLA-DPA10103-DPB10401. The binding affinity (normalized) is 0.122. (2) The peptide sequence is LAAAAAWDALAAELY. The MHC is HLA-DPA10201-DPB10101 with pseudo-sequence HLA-DPA10201-DPB10101. The binding affinity (normalized) is 0.677. (3) The peptide sequence is AENVKPPKVDPATYG. The MHC is DRB1_0101 with pseudo-sequence DRB1_0101. The binding affinity (normalized) is 0. (4) The MHC is HLA-DQA10301-DQB10302 with pseudo-sequence HLA-DQA10301-DQB10302. The binding affinity (normalized) is 0.497. The peptide sequence is EKKYFAATIFEPLAA. (5) The peptide sequence is KDVTFRNITGTSSTP. The MHC is HLA-DQA10401-DQB10402 with pseudo-sequence HLA-DQA10401-DQB10402. The binding affinity (normalized) is 0.0779. (6) The peptide sequence is MPPELNTARLMAGAG. The MHC is DRB1_0101 with pseudo-sequence DRB1_0101. The binding affinity (normalized) is 0.556.